Dataset: Reaction yield outcomes from USPTO patents with 853,638 reactions. Task: Predict the reaction yield, written as a fraction of the theoretical maximum amount of product (1.0 means a 100% yield; for example, 0.34 means a 34% yield). (1) The reactants are [CH3:1][O:2][C:3]1[CH:4]=[C:5]([CH2:19][C:20]([O:22]C(C)(C)C)=[O:21])[CH:6]=[CH:7][C:8]=1[NH:9][C:10]([NH:12][C:13]1[CH:18]=[CH:17][CH:16]=[CH:15][CH:14]=1)=[O:11]. The catalyst is FC(F)(F)C(O)=O. The product is [CH3:1][O:2][C:3]1[CH:4]=[C:5]([CH2:19][C:20]([OH:22])=[O:21])[CH:6]=[CH:7][C:8]=1[NH:9][C:10]([NH:12][C:13]1[CH:18]=[CH:17][CH:16]=[CH:15][CH:14]=1)=[O:11]. The yield is 0.990. (2) The reactants are FC(F)(F)S([O:6][S:7]([C:10]([F:13])([F:12])[F:11])(=[O:9])=[O:8])(=O)=O.[F:16][C:17]([CH3:21])([CH3:20])[CH2:18]O.N1C(C)=CC=CC=1C. The catalyst is ClCCl. The product is [F:16][C:17]([CH3:21])([CH3:20])[CH2:18][O:6][S:7]([C:10]([F:11])([F:12])[F:13])(=[O:9])=[O:8]. The yield is 0.700.